From a dataset of Catalyst prediction with 721,799 reactions and 888 catalyst types from USPTO. Predict which catalyst facilitates the given reaction. (1) Reactant: [Cl:1]([O-:5])(=[O:4])(=[O:3])=[O:2].[C:6]([O:10][C:11]([NH:13][CH2:14][C:15]1[C+:16]=[C:17]2[C:21](=[CH:22][CH:23]=1)[N:20]1[CH2:24][CH:25]=[C:26]([CH:28]=[CH:29][N:30](C)C)[CH:27]=[C:19]1[C:18]2([CH3:34])[CH3:33])=[O:12])([CH3:9])([CH3:8])[CH3:7].NOS(O)(=O)=O.C(=O)(O)[O-].[Na+]. Product: [Cl:1]([O-:5])(=[O:4])(=[O:3])=[O:2].[C:6]([O:10][C:11]([NH:13][CH2:14][C:15]1[C+:16]=[C:17]2[C:21](=[CH:22][CH:23]=1)[N:20]1[CH2:24][CH:25]=[C:26]([CH2:28][C:29]#[N:30])[CH:27]=[C:19]1[C:18]2([CH3:34])[CH3:33])=[O:12])([CH3:9])([CH3:8])[CH3:7]. The catalyst class is: 24. (2) Reactant: [F:1][C:2]1[CH:3]=[C:4]([CH:42]=[CH:43][CH:44]=1)[CH2:5][N:6]1[CH:10]=[C:9]([C:11]2[C:19]3[C:14](=[N:15][CH:16]=[C:17]([C:20]4[CH:21]=[N:22][C:23]([N:26]5[CH2:31][CH2:30][NH:29][CH2:28][CH2:27]5)=[CH:24][CH:25]=4)[CH:18]=3)[N:13]([S:32]([C:35]3[CH:41]=[CH:40][C:38]([CH3:39])=[CH:37][CH:36]=3)(=[O:34])=[O:33])[CH:12]=2)[CH:8]=[N:7]1.FC1C=C(C=CC=1)CN1C=C(C2C3C(=NC=C(C4C=NC(N5CCN(C)CC5)=CC=4)C=3)NC=2)C=N1.[CH:80]1([CH2:83][C:84](O)=[O:85])[CH2:82][CH2:81]1.CN(C(ON1N=NC2C=CC=NC1=2)=[N+](C)C)C.F[P-](F)(F)(F)(F)F.C1C=CC2N(O)N=NC=2C=1.CCN(C(C)C)C(C)C. Product: [CH:80]1([CH2:83][C:84]([N:29]2[CH2:30][CH2:31][N:26]([C:23]3[CH:24]=[CH:25][C:20]([C:17]4[CH:18]=[C:19]5[C:11]([C:9]6[CH:8]=[N:7][N:6]([CH2:5][C:4]7[CH:42]=[CH:43][CH:44]=[C:2]([F:1])[CH:3]=7)[CH:10]=6)=[CH:12][N:13]([S:32]([C:35]6[CH:41]=[CH:40][C:38]([CH3:39])=[CH:37][CH:36]=6)(=[O:34])=[O:33])[C:14]5=[N:15][CH:16]=4)=[CH:21][N:22]=3)[CH2:27][CH2:28]2)=[O:85])[CH2:82][CH2:81]1. The catalyst class is: 3. (3) Reactant: C(N(CC)CC)C.C1C=CC2N(O)N=NC=2C=1.[Cl:18][C:19]1[S:26][C:25]2[CH:24]=[C:23]([C:27]([OH:29])=O)[NH:22][C:21]=2[C:20]=1[Cl:30].ClC1SC2[NH:36][C:37]([C:39]([NH:41][CH:42]3[CH2:51][C:50]4[C:45](=CC=CC=4)[N:44](CC(NCC(O)CO)=O)[C:43]3=O)=[O:40])=[CH:38]C=2C=1.CCN=C=NCCCN(C)C. Product: [Cl:18][C:19]1[S:26][C:25]2[CH:24]=[C:23]([C:27]([NH:36][CH:37]3[CH2:38][C:43]4[C:42](=[CH:51][CH:50]=[CH:45][N:44]=4)[NH:41][C:39]3=[O:40])=[O:29])[NH:22][C:21]=2[C:20]=1[Cl:30]. The catalyst class is: 9. (4) Reactant: C([O:3][C:4]([CH2:6][NH:7][C:8]([C:10]1[CH:11]=[C:12]([NH:16]/[C:17](=[C:24]2\[C:25](=[O:33])[NH:26][C:27]3[C:32]\2=[CH:31][CH:30]=[CH:29][CH:28]=3)/[C:18]2[CH:23]=[CH:22][CH:21]=[CH:20][CH:19]=2)[CH:13]=[CH:14][CH:15]=1)=[O:9])=[O:5])C.[OH-].[Na+]. Product: [C:4]([CH2:6][NH:7][C:8]([C:10]1[CH:11]=[C:12]([NH:16]/[C:17](=[C:24]2\[C:25](=[O:33])[NH:26][C:27]3[C:32]\2=[CH:31][CH:30]=[CH:29][CH:28]=3)/[C:18]2[CH:23]=[CH:22][CH:21]=[CH:20][CH:19]=2)[CH:13]=[CH:14][CH:15]=1)=[O:9])([OH:5])=[O:3]. The catalyst class is: 8. (5) Reactant: [CH2:1]([O:8][C:9]1[CH:17]=[C:16]([C:18]([F:21])([F:20])[F:19])[CH:15]=[C:14]([O:22][CH3:23])[C:10]=1[C:11]([OH:13])=[O:12])[C:2]1[CH:7]=[CH:6][CH:5]=[CH:4][CH:3]=1.[C:24](=O)([O-])[O-].[K+].[K+].CI.O. Product: [CH3:24][O:12][C:11](=[O:13])[C:10]1[C:14]([O:22][CH3:23])=[CH:15][C:16]([C:18]([F:19])([F:20])[F:21])=[CH:17][C:9]=1[O:8][CH2:1][C:2]1[CH:3]=[CH:4][CH:5]=[CH:6][CH:7]=1. The catalyst class is: 9. (6) Reactant: C([O:3][C:4]([C:6]1[O:7][C:8]([CH2:11][N:12]2[CH2:16][C:15]([CH3:18])([CH3:17])[CH:14]([O:19][C:20]3[CH:25]=[CH:24][C:23]([C:26]#[N:27])=[C:22]([C:28]([F:31])([F:30])[F:29])[CH:21]=3)[C:13]2=[O:32])=[CH:9][CH:10]=1)=[O:5])C.[OH-].[Na+].Cl. Product: [C:26]([C:23]1[CH:24]=[CH:25][C:20]([O:19][CH:14]2[C:15]([CH3:18])([CH3:17])[CH2:16][N:12]([CH2:11][C:8]3[O:7][C:6]([C:4]([OH:5])=[O:3])=[CH:10][CH:9]=3)[C:13]2=[O:32])=[CH:21][C:22]=1[C:28]([F:31])([F:30])[F:29])#[N:27]. The catalyst class is: 1.